This data is from Forward reaction prediction with 1.9M reactions from USPTO patents (1976-2016). The task is: Predict the product of the given reaction. (1) Given the reactants [Br:1][C:2]1[CH:10]=[C:9]([F:11])[CH:8]=[C:7]2[C:3]=1[C:4]([S:24][C:25]1[CH:30]=[CH:29][C:28]([Cl:31])=[CH:27][CH:26]=1)=[C:5]([C:20]([O:22]C)=O)[N:6]2[CH2:12][CH2:13][CH2:14][C:15]([O:17][CH2:18][CH3:19])=[O:16].CC(C)([O-])C.[K+].Cl, predict the reaction product. The product is: [Br:1][C:2]1[CH:10]=[C:9]([F:11])[CH:8]=[C:7]2[C:3]=1[C:4]([S:24][C:25]1[CH:26]=[CH:27][C:28]([Cl:31])=[CH:29][CH:30]=1)=[C:5]1[C:20](=[O:22])[CH:14]([C:15]([O:17][CH2:18][CH3:19])=[O:16])[CH2:13][CH2:12][N:6]12. (2) The product is: [CH2:1]([O:5][CH2:6][CH2:7][O:8][C:9]1[CH:10]=[CH:11][C:12]([C:15]2[CH:16]=[CH:17][C:18]3[N:24]([CH2:25][CH:26]([CH3:27])[CH3:28])[CH2:23][CH2:22][C:21]([C:29]([NH:31][C:32]4[CH:37]=[CH:36][C:35]([S:38]([CH2:39][C:40]5[CH:45]=[C:44]([O:46][CH2:47][CH3:48])[CH:43]=[CH:42][N:41]=5)=[O:59])=[C:34]([CH3:49])[CH:33]=4)=[O:30])=[CH:20][C:19]=3[CH:50]=2)=[CH:13][CH:14]=1)[CH2:2][CH2:3][CH3:4]. Given the reactants [CH2:1]([O:5][CH2:6][CH2:7][O:8][C:9]1[CH:14]=[CH:13][C:12]([C:15]2[CH:16]=[CH:17][C:18]3[N:24]([CH2:25][CH:26]([CH3:28])[CH3:27])[CH2:23][CH2:22][C:21]([C:29]([NH:31][C:32]4[CH:37]=[CH:36][C:35]([S:38][CH2:39][C:40]5[CH:45]=[C:44]([O:46][CH2:47][CH3:48])[CH:43]=[CH:42][N:41]=5)=[C:34]([CH3:49])[CH:33]=4)=[O:30])=[CH:20][C:19]=3[CH:50]=2)=[CH:11][CH:10]=1)[CH2:2][CH2:3][CH3:4].ClC1C=CC=C(C(OO)=[O:59])C=1.S([O-])([O-])(=O)=S.[Na+].[Na+], predict the reaction product. (3) Given the reactants [C:1]1([S:7]([CH2:10][C:11]([O:13][CH3:14])=[O:12])(=[O:9])=[O:8])[CH:6]=[CH:5][CH:4]=[CH:3][CH:2]=1.C[O-].[Na+].[C:18]1(=[O:23])[CH2:22][CH2:21][CH:20]=[CH:19]1, predict the reaction product. The product is: [CH3:14][O:13][C:11](=[O:12])[CH:10]([S:7]([C:1]1[CH:2]=[CH:3][CH:4]=[CH:5][CH:6]=1)(=[O:9])=[O:8])[CH:20]1[CH2:21][CH2:22][C:18](=[O:23])[CH2:19]1. (4) Given the reactants C[O:2][C:3](=O)[C:4]1[CH:9]=[CH:8][C:7]([CH2:10][N:11]=[N+]=[N-])=[N:6][CH:5]=1.[H-].[Al+3].[Li+].[H-].[H-].[H-].[C@H](O)(C([O-])=O)[C@@H](O)C([O-])=O.[Na+].[K+], predict the reaction product. The product is: [NH2:11][CH2:10][C:7]1[N:6]=[CH:5][C:4]([CH2:3][OH:2])=[CH:9][CH:8]=1.